Task: Predict the reactants needed to synthesize the given product.. Dataset: Full USPTO retrosynthesis dataset with 1.9M reactions from patents (1976-2016) (1) Given the product [C:20]([C:5]1[C:6]([S:8][CH2:9][C:10]2[CH:11]=[C:12]([C:16]([NH:18][CH3:19])=[O:17])[CH:13]=[CH:14][CH:15]=2)=[N:7][C:2]([N:34]2[CH2:38][CH2:37][C@@H:36]([OH:39])[CH2:35]2)=[C:3]([C:32]#[N:33])[C:4]=1[C:22]1[CH:27]=[CH:26][C:25]([O:28][CH2:29][CH2:30][OH:31])=[CH:24][CH:23]=1)#[N:21], predict the reactants needed to synthesize it. The reactants are: Cl[C:2]1[N:7]=[C:6]([S:8][CH2:9][C:10]2[CH:11]=[C:12]([C:16]([NH:18][CH3:19])=[O:17])[CH:13]=[CH:14][CH:15]=2)[C:5]([C:20]#[N:21])=[C:4]([C:22]2[CH:27]=[CH:26][C:25]([O:28][CH2:29][CH2:30][OH:31])=[CH:24][CH:23]=2)[C:3]=1[C:32]#[N:33].[NH:34]1[CH2:38][CH2:37][C@@H:36]([OH:39])[CH2:35]1.O. (2) Given the product [CH3:8][N:7]1[C:9](=[O:12])[C:10]2[NH:11][C:2]([N:18]3[CH2:17][CH2:16][N:15]([C:21]([O:23][C:24]([CH3:27])([CH3:26])[CH3:25])=[O:22])[CH2:20][CH2:19]3)=[N:3][C:4]=2[N:5]([CH3:14])[C:6]1=[O:13], predict the reactants needed to synthesize it. The reactants are: Cl[C:2]1[NH:11][C:10]2[C:9](=[O:12])[N:7]([CH3:8])[C:6](=[O:13])[N:5]([CH3:14])[C:4]=2[N:3]=1.[N:15]1([C:21]([O:23][C:24]([CH3:27])([CH3:26])[CH3:25])=[O:22])[CH2:20][CH2:19][NH:18][CH2:17][CH2:16]1.O. (3) Given the product [Cl:14][C:15]1[CH:16]=[C:17]([C:21]#[C:22][C:23]([NH:8][CH2:7][CH2:6][N:5]([CH3:4])[C:9]2[S:13][CH:12]=[N:11][CH:10]=2)=[O:24])[CH:18]=[CH:19][CH:20]=1, predict the reactants needed to synthesize it. The reactants are: N=C=N.[CH3:4][N:5]([C:9]1[S:13][CH:12]=[N:11][CH:10]=1)[CH2:6][CH2:7][NH2:8].[Cl:14][C:15]1[CH:16]=[C:17]([C:21]#[C:22][C:23](O)=[O:24])[CH:18]=[CH:19][CH:20]=1. (4) Given the product [Cl:1][C:2]1[C:7]2[C:8]([CH:11]3[CH2:12][CH2:13]3)=[N:9][O:10][C:6]=2[CH:5]=[C:4]([OH:14])[CH:3]=1, predict the reactants needed to synthesize it. The reactants are: [Cl:1][C:2]1[C:7]2[C:8]([CH:11]3[CH2:13][CH2:12]3)=[N:9][O:10][C:6]=2[CH:5]=[C:4]([O:14]C)[CH:3]=1.B(Br)(Br)Br.CO. (5) The reactants are: C(NC(C)C)(C)C.[Li]CCCC.[CH2:13]([O:17][C:18]1[CH2:22][CH2:21][C:20](=[O:23])[CH:19]=1)[CH:14]([CH3:16])[CH3:15].[Cl:24][CH:25](I)[CH2:26][CH3:27]. Given the product [Cl:24][CH2:25][CH2:26][CH2:27][CH:21]1[C:20](=[O:23])[CH:19]=[C:18]([O:17][CH2:13][CH:14]([CH3:16])[CH3:15])[CH2:22]1, predict the reactants needed to synthesize it. (6) Given the product [OH:23][B:15]1[C@@H:14]([NH:28][C:29](=[O:36])[CH2:30][NH:31][C:32]([O:34][CH3:35])=[O:33])[CH2:13][C:9]2[CH:10]=[CH:11][CH:12]=[C:7]([C:6]([OH:5])=[O:39])[C:8]=2[O:16]1, predict the reactants needed to synthesize it. The reactants are: C([O:5][C:6](=[O:39])[C:7]1[CH:12]=[CH:11][CH:10]=[C:9]([CH2:13][CH:14]([NH:28][C:29](=[O:36])[CH2:30][NH:31][C:32]([O:34][CH3:35])=[O:33])[B:15]2[O:23]C3C(C)(C4CC(C3)C4(C)C)[O:16]2)[C:8]=1OC)(C)(C)C.B(Br)(Br)Br. (7) Given the product [OH:8][CH2:9][CH2:10][CH2:11][CH2:12][CH2:13][C@@H:14]1[O:17][C:16](=[O:18])[C@H:15]1[CH2:19][CH2:20][CH2:21][CH2:22][CH2:23][CH3:24], predict the reactants needed to synthesize it. The reactants are: C([O:8][CH2:9][CH2:10][CH2:11][CH2:12][CH2:13][C@@H:14]1[O:17][C:16](=[O:18])[C@H:15]1[CH2:19][CH2:20][CH2:21][CH2:22][CH2:23][CH3:24])C1C=CC=CC=1.[H][H].